Dataset: Experimentally validated miRNA-target interactions with 360,000+ pairs, plus equal number of negative samples. Task: Binary Classification. Given a miRNA mature sequence and a target amino acid sequence, predict their likelihood of interaction. (1) The miRNA is hsa-miR-548x-5p with sequence UGCAAAAGUAAUUGCAGUUUUUG. The protein sequence of the target gene is MNTIVFNKLSGAVLFEDGGASERERGGRPYSGVLDSPHARPEVGIPDGPPLKDNLGLRHRRTGARQNGGKVRHKRQALQDMARPLKQWLYKHRDNPYPTKTEKILLALGSQMTLVQVSNWFANARRRLKNTVRQPDLSWALRIKLYNKYVQGNAERLSVSSDDSCSEDGENPPRTHMNEGGYNTPVHHPVIKSENSVIKAGVRPESRASEDYVAPPKYKSSLLNRYLNDSLRHVMATNTTMMGKTRQRNHSGSFSSNEFEEELVSPSSSETEGNFVYRTDTLENGSNKGESAANRKGPSK.... Result: 1 (interaction). (2) The miRNA is hsa-miR-3188 with sequence AGAGGCUUUGUGCGGAUACGGGG. The protein sequence of the target gene is MDVDSEEKRHRTRSKGVRVPVEPAIQELFSCPTPGCDGSGHVSGKYARHRSVYGCPLAKKRKTQDKQPQEPAPKRKPFAVKADSSSVDECYESDGTEDMDDKEEDDDEEFSEDNDEQGDDDDEDEVDREDEEEIEEEDDEEDDDDEDGDDVEEEEEDDDEEEEEEEEEEENEDHQMSCTRIMQDTDKDDNNNDEYDNYDELVAKSLLNLGKIAEDAAYRARTESEMNSNTSNSLEDDSDKNENLGRKSELSLDLDSDVVRETVDSLKLLAQGHGVVLSENISDRSYAEGMSQQDSRNMNY.... Result: 0 (no interaction). (3) The miRNA is hsa-miR-877-5p with sequence GUAGAGGAGAUGGCGCAGGG. The protein sequence of the target gene is MEMGRRIHLELRNRTPSDVKELVLDNSRSNEGKLEGLTDEFEELEFLSTINVGLTSIANLPKLNKLKKLELSDNRVSGGLEVLAEKCPNLTHLNLSGNKIKDLSTIEPLKKLENLKSLDLFNCEVTNLNDYRENVFKLLPQLTYLDGYDRDDKEAPDSDAEGYVEGLDDEEEDEDEEEYDEDAQVVEDEEDEDEEEEGEEEDVSGEEEEDEEGYNDGEVDDEEDEEELGEEERGQKRKREPEDEGEDDD. Result: 1 (interaction). (4) The miRNA is hsa-miR-301b-5p with sequence GCUCUGACGAGGUUGCACUACU. The protein sequence of the target gene is MSLRDCQAWKNAGLPLSTTSNEACKLFDATLTQYVKWTNDKSLGGIEGCLSKLRAADPTFAMGLAISNGLVLVGTGTSVALDKDLALAVKTMVELSQTQTLTPREQLHVSAVEMFAKGNFPRACDLWEQILRDHPTDMLALKFSHDAYFYLGYQEQMRDSVARVYPFWTPDIPLNSYVKGIYSFGLMETNFYDQAQKLAKEALSIEPTDAWSVHTVAHVHEMRAEIKDGLEFMQQSEGHWKDSDMLACHNYWHWALYLIEKGDYEAALTIYDSHILPSLQASGTMLDVVDSCSMLYRLQM.... Result: 0 (no interaction).